From a dataset of Catalyst prediction with 721,799 reactions and 888 catalyst types from USPTO. Predict which catalyst facilitates the given reaction. (1) Reactant: [F:1][C:2]1[CH:7]=[CH:6][C:5]([N+:8]([O-])=O)=[CH:4][C:3]=1[C:11]1[CH:16]=[C:15]([CH3:17])[CH:14]=[CH:13][N:12]=1. Product: [F:1][C:2]1[CH:7]=[CH:6][C:5]([NH2:8])=[CH:4][C:3]=1[C:11]1[CH:16]=[C:15]([CH3:17])[CH:14]=[CH:13][N:12]=1. The catalyst class is: 865. (2) Reactant: C(OC(=O)[NH:7][CH2:8][C@H:9]1[CH2:14][CH2:13][C@H:12]([C:15]#[N:16])[CH2:11][CH2:10]1)(C)(C)C.C(O)(C(F)(F)F)=O.CC(=O)OCC. Product: [NH2:16][CH2:15][C@H:12]1[CH2:13][CH2:14][C@H:9]([C:8]#[N:7])[CH2:10][CH2:11]1. The catalyst class is: 2. (3) Reactant: [O:1]=[C:2]1[N:7]=[C:6]([NH:8][C:9](=[O:17])[CH2:10][C:11]2[CH:16]=[CH:15][CH:14]=[CH:13][CH:12]=2)[CH:5]=[CH:4][NH:3]1.[C:18]([O-:21])([O-])=O.[K+].[K+].Br[CH2:25][CH2:26][CH2:27][CH2:28]Br. Product: [CH2:25]([N:3]1[CH:4]=[CH:5][C:6]([NH:8][C:9](=[O:17])[CH2:10][C:11]2[CH:16]=[CH:15][CH:14]=[CH:13][CH:12]=2)=[N:7][C:18]1=[O:21])[CH2:26][CH2:27][CH2:28][N:3]1[CH:4]=[CH:5][C:6]([NH:8][C:9](=[O:17])[CH2:10][C:11]2[CH:16]=[CH:15][CH:14]=[CH:13][CH:12]=2)=[N:7][C:2]1=[O:1]. The catalyst class is: 16. (4) Reactant: [Cl:1][C:2]1[CH:7]=[CH:6][CH:5]=[CH:4][C:3]=1[C:8]1[C:13]([C:14]([O:16][CH2:17][CH3:18])=[O:15])=[CH:12][N:11]=[C:10]([CH3:19])[N:9]=1.[Br:20]N1C(=O)CCC1=O. Product: [Br:20][CH2:19][C:10]1[N:9]=[C:8]([C:3]2[CH:4]=[CH:5][CH:6]=[CH:7][C:2]=2[Cl:1])[C:13]([C:14]([O:16][CH2:17][CH3:18])=[O:15])=[CH:12][N:11]=1. The catalyst class is: 53.